From a dataset of Forward reaction prediction with 1.9M reactions from USPTO patents (1976-2016). Predict the product of the given reaction. Given the reactants [CH3:1][O:2][C:3]1[CH:4]=[C:5]2[C:10](=[CH:11][C:12]=1[O:13][CH3:14])[N:9]=[CH:8][CH:7]=[C:6]2[O:15][C:16]1[CH:22]=[CH:21][C:19]([NH2:20])=[CH:18][CH:17]=1.C1(C)C=CC=CC=1.C(N(CC)CC)C.ClC(Cl)(O[C:41](=[O:47])[O:42][C:43](Cl)(Cl)Cl)Cl.[Cl:49][C:50]1[CH:60]=[CH:59][C:53]([O:54][CH2:55][CH2:56]CO)=[CH:52][CH:51]=1, predict the reaction product. The product is: [CH3:1][O:2][C:3]1[CH:4]=[C:5]2[C:10](=[CH:11][C:12]=1[O:13][CH3:14])[N:9]=[CH:8][CH:7]=[C:6]2[O:15][C:16]1[CH:22]=[CH:21][C:19]([NH:20][C:41](=[O:47])[O:42][CH2:43][CH2:56][CH2:55][O:54][C:53]2[CH:59]=[CH:60][C:50]([Cl:49])=[CH:51][CH:52]=2)=[CH:18][CH:17]=1.